From a dataset of Reaction yield outcomes from USPTO patents with 853,638 reactions. Predict the reaction yield, written as a fraction of the theoretical maximum amount of product (1.0 means a 100% yield; for example, 0.34 means a 34% yield). (1) The reactants are [NH:1]1[CH2:6][CH2:5][NH:4][CH2:3][CH2:2]1.Cl[C:8]1[C:9]2[N:17]=[C:16]([Cl:18])[CH:15]=[CH:14][C:10]=2[N:11]=[CH:12][N:13]=1. The catalyst is O1CCOCC1. The product is [N:1]1([C:8]2[C:9]3[N:17]=[C:16]([Cl:18])[CH:15]=[CH:14][C:10]=3[N:11]=[CH:12][N:13]=2)[CH2:6][CH2:5][NH:4][CH2:3][CH2:2]1. The yield is 0.760. (2) The reactants are [CH:1]([C:4]1[CH:10]=[CH:9][CH:8]=[C:7]([CH:11]([CH3:13])[CH3:12])[C:5]=1[NH2:6])([CH3:3])[CH3:2].Cl[C:15]1[CH:32]=[C:19]2[C:20]3[C:25]([CH2:26][CH2:27][N:18]2[C:17](=[O:33])[N:16]=1)=[CH:24][C:23]([O:28][CH3:29])=[C:22]([O:30][CH3:31])[CH:21]=3. The catalyst is CC(O)C. The product is [CH:11]([C:7]1[CH:8]=[CH:9][CH:10]=[C:4]([CH:1]([CH3:3])[CH3:2])[C:5]=1[N:6]=[C:15]1[CH:32]=[C:19]2[C:20]3[C:25]([CH2:26][CH2:27][N:18]2[C:17](=[O:33])[NH:16]1)=[CH:24][C:23]([O:28][CH3:29])=[C:22]([O:30][CH3:31])[CH:21]=3)([CH3:13])[CH3:12]. The yield is 0.790. (3) The reactants are [F:1][C:2]1[CH:10]=[CH:9][CH:8]=[C:7]2[C:3]=1[C:4]([CH:11]=[O:12])=[CH:5][NH:6]2.[CH2:13](OC(C1NC2C(C=1)=CC=CC=2)=O)C. No catalyst specified. The product is [F:1][C:2]1[CH:10]=[CH:9][CH:8]=[C:7]2[C:3]=1[C:4]([CH:11]=[O:12])=[CH:5][N:6]2[CH3:13]. The yield is 0.540. (4) The reactants are [O-]P([O-])([O-])=O.[K+].[K+].[K+].[NH:9]1[CH2:16][CH2:15][CH2:14][C@H:10]1[C:11]([OH:13])=[O:12].I[C:18]1[CH:23]=[CH:22][CH:21]=[CH:20][CH:19]=1.C(O)CO.Cl. The catalyst is [Cu]I.C(OCC)C.O.CC(O)C. The product is [C:18]1([N:9]2[CH2:16][CH2:15][CH2:14][C@H:10]2[C:11]([OH:13])=[O:12])[CH:23]=[CH:22][CH:21]=[CH:20][CH:19]=1. The yield is 0.700. (5) The reactants are [CH3:1][C:2]1[C:11]2[C:6](=[CH:7][CH:8]=[CH:9][CH:10]=2)[CH:5]=[N:4][C:3]=1[N:12]([CH2:27][C:28]1[CH:33]=[CH:32][C:31]([O:34][C:35]([F:38])([F:37])[F:36])=[CH:30][CH:29]=1)[S:13]([C:16]1[CH:26]=[CH:25][C:19]([C:20]([O:22]CC)=[O:21])=[CH:18][CH:17]=1)(=[O:15])=[O:14].[OH-].[Na+:40]. The catalyst is C(O)C. The product is [CH3:1][C:2]1[C:11]2[C:6](=[CH:7][CH:8]=[CH:9][CH:10]=2)[CH:5]=[N:4][C:3]=1[N:12]([CH2:27][C:28]1[CH:29]=[CH:30][C:31]([O:34][C:35]([F:38])([F:36])[F:37])=[CH:32][CH:33]=1)[S:13]([C:16]1[CH:17]=[CH:18][C:19]([C:20]([O-:22])=[O:21])=[CH:25][CH:26]=1)(=[O:15])=[O:14].[Na+:40]. The yield is 0.940. (6) The yield is 0.830. The product is [C:11]([C:8]1[CH:9]=[CH:10][C:2]([C:22]2[CH2:23][N:24]([C:28]([O:30][C:31]([CH3:34])([CH3:33])[CH3:32])=[O:29])[CH2:25][CH2:26][CH:27]=2)=[C:3]2[C:7]=1[NH:6][CH:5]=[CH:4]2)(=[O:12])[NH2:13]. The reactants are Br[C:2]1[CH:10]=[CH:9][C:8]([C:11]([NH2:13])=[O:12])=[C:7]2[C:3]=1[CH:4]=[CH:5][NH:6]2.CC1(C)C(C)(C)OB([C:22]2[CH2:23][N:24]([C:28]([O:30][C:31]([CH3:34])([CH3:33])[CH3:32])=[O:29])[CH2:25][CH2:26][CH:27]=2)O1.C(=O)([O-])[O-].[Na+].[Na+].C1COCC1. The catalyst is O.CO.